From a dataset of Forward reaction prediction with 1.9M reactions from USPTO patents (1976-2016). Predict the product of the given reaction. The product is: [F:11][C:12]1[CH:13]=[C:14]([C:2]2[CH:10]=[CH:9][CH:8]=[C:7]3[C:3]=2[CH:4]=[CH:5][NH:6]3)[CH:15]=[C:16]([F:18])[CH:17]=1. Given the reactants Br[C:2]1[CH:10]=[CH:9][CH:8]=[C:7]2[C:3]=1[CH:4]=[CH:5][NH:6]2.[F:11][C:12]1[CH:13]=[C:14](B(O)O)[CH:15]=[C:16]([F:18])[CH:17]=1.[OH-].[Na+], predict the reaction product.